This data is from Catalyst prediction with 721,799 reactions and 888 catalyst types from USPTO. The task is: Predict which catalyst facilitates the given reaction. (1) Reactant: [F:1][C:2]([F:16])([F:15])[C:3]1[NH:14][C:6]2=[N:7][CH:8]=[CH:9][C:10](B(O)O)=[C:5]2[CH:4]=1.Cl[C:18]1[N:23]=[CH:22][C:21]([S:24]([NH:27][CH2:28][CH2:29][NH:30][C:31](=[O:37])[O:32][C:33]([CH3:36])([CH3:35])[CH3:34])(=[O:26])=[O:25])=[CH:20][CH:19]=1.P([O-])([O-])([O-])=O.[K+].[K+].[K+].O1CCOCC1. Product: [F:1][C:2]([F:16])([F:15])[C:3]1[NH:14][C:6]2=[N:7][CH:8]=[CH:9][C:10]([C:18]3[N:23]=[CH:22][C:21]([S:24]([NH:27][CH2:28][CH2:29][NH:30][C:31](=[O:37])[O:32][C:33]([CH3:35])([CH3:34])[CH3:36])(=[O:25])=[O:26])=[CH:20][CH:19]=3)=[C:5]2[CH:4]=1. The catalyst class is: 34. (2) Product: [Cl:1][C:2]1[CH:3]=[N:4][C:5]2[C:10]([CH:11]=1)=[CH:9][C:8]([OH:15])=[CH:7][C:6]=2[CH3:13]. The catalyst class is: 6. Reactant: [Cl:1][C:2]1[CH:3]=[N:4][C:5]2[C:10]([CH:11]=1)=[CH:9][C:8](N)=[CH:7][C:6]=2[CH3:13].P(=O)(O)(O)[OH:15].